From a dataset of Reaction yield outcomes from USPTO patents with 853,638 reactions. Predict the reaction yield, written as a fraction of the theoretical maximum amount of product (1.0 means a 100% yield; for example, 0.34 means a 34% yield). (1) The reactants are CCO.C([Cl:7])(=O)C.[CH3:8][O:9][C:10]1[CH:15]=[C:14]([O:16][CH3:17])[CH:13]=[CH:12][C:11]=1[C:18]1[N:23]([CH2:24][CH2:25][NH:26]C(=O)OC(C)(C)C)[C:22](=[S:34])[NH:21][C:20](=[O:35])[CH:19]=1. The catalyst is CCOC(C)=O. The product is [ClH:7].[NH2:26][CH2:25][CH2:24][N:23]1[C:18]([C:11]2[CH:12]=[CH:13][C:14]([O:16][CH3:17])=[CH:15][C:10]=2[O:9][CH3:8])=[CH:19][C:20](=[O:35])[NH:21][C:22]1=[S:34]. The yield is 0.993. (2) The reactants are [ClH:1].[F:2][C:3]1[CH:4]=[C:5]([NH:29][C:30](=[O:42])[CH2:31][C:32]([NH:34][C:35]2[CH:40]=[CH:39][C:38]([F:41])=[CH:37][CH:36]=2)=[O:33])[CH:6]=[CH:7][C:8]=1[O:9][C:10]1[C:15]2=[C:16]([CH3:28])[C:17]([O:19][CH2:20][CH2:21][N:22]3[CH2:27][CH2:26]O[CH2:24][CH2:23]3)=[CH:18][N:14]2[N:13]=[CH:12][N:11]=1.FC1C=C(N)C=CC=1O[C:51]1C2=C(C)C(OCCN3CCN(C)CC3)=CN2N=C[N:52]=1. No catalyst specified. The product is [ClH:1].[ClH:1].[F:2][C:3]1[CH:4]=[C:5]([NH:29][C:30](=[O:42])[CH2:31][C:32]([NH:34][C:35]2[CH:36]=[CH:37][C:38]([F:41])=[CH:39][CH:40]=2)=[O:33])[CH:6]=[CH:7][C:8]=1[O:9][C:10]1[C:15]2=[C:16]([CH3:28])[C:17]([O:19][CH2:20][CH2:21][N:22]3[CH2:23][CH2:24][N:52]([CH3:51])[CH2:26][CH2:27]3)=[CH:18][N:14]2[N:13]=[CH:12][N:11]=1. The yield is 0.460. (3) The reactants are [CH2:1]([NH:3][C:4]1[CH:9]=[CH:8][C:7]([C:10]([O:19][Si](CC)(CC)CC)([C:15]([F:18])([F:17])[F:16])[C:11]([F:14])([F:13])[F:12])=[CH:6][CH:5]=1)[CH3:2].[CH2:27](Br)[C:28]1[CH:33]=[CH:32][CH:31]=[CH:30][CH:29]=1. The catalyst is CN(C=O)C. The product is [CH2:27]([N:3]([CH2:1][CH3:2])[C:4]1[CH:5]=[CH:6][C:7]([C:10]([OH:19])([C:11]([F:12])([F:13])[F:14])[C:15]([F:16])([F:17])[F:18])=[CH:8][CH:9]=1)[C:28]1[CH:33]=[CH:32][CH:31]=[CH:30][CH:29]=1. The yield is 0.700. (4) The reactants are [C:1]1([C@@H:7]([NH:9][C:10]2[N:15]=[C:14]([N:16]3[C:20]4[CH:21]=[CH:22][C:23]([NH2:25])=[CH:24][C:19]=4[N:18]=[CH:17]3)[CH:13]=[N:12][CH:11]=2)[CH3:8])[CH:6]=[CH:5][CH:4]=[CH:3][CH:2]=1.Cl.[C:27](Cl)(=[O:34])[C:28]1[CH:33]=[CH:32][CH:31]=[N:30][CH:29]=1. No catalyst specified. The product is [C:1]1([C@@H:7]([NH:9][C:10]2[N:15]=[C:14]([N:16]3[C:20]4[CH:21]=[CH:22][C:23]([NH:25][C:27](=[O:34])[C:28]5[CH:33]=[CH:32][CH:31]=[N:30][CH:29]=5)=[CH:24][C:19]=4[N:18]=[CH:17]3)[CH:13]=[N:12][CH:11]=2)[CH3:8])[CH:6]=[CH:5][CH:4]=[CH:3][CH:2]=1. The yield is 0.390. (5) The reactants are [Br:1][C:2]1[CH:3]=[C:4]2[C:8](=[CH:9][C:10]=1[F:11])[NH:7][N:6]=[CH:5]2.[CH3:12]C([O-])(C)C.[K+].CI. The catalyst is CN(C=O)C. The product is [Br:1][C:2]1[CH:3]=[C:4]2[C:8](=[CH:9][C:10]=1[F:11])[N:7]([CH3:12])[N:6]=[CH:5]2. The yield is 0.420.